Dataset: NCI-60 drug combinations with 297,098 pairs across 59 cell lines. Task: Regression. Given two drug SMILES strings and cell line genomic features, predict the synergy score measuring deviation from expected non-interaction effect. (1) Drug 1: CS(=O)(=O)C1=CC(=C(C=C1)C(=O)NC2=CC(=C(C=C2)Cl)C3=CC=CC=N3)Cl. Drug 2: CCCCCOC(=O)NC1=NC(=O)N(C=C1F)C2C(C(C(O2)C)O)O. Cell line: OVCAR3. Synergy scores: CSS=6.05, Synergy_ZIP=-1.03, Synergy_Bliss=-1.61, Synergy_Loewe=-5.83, Synergy_HSA=-4.45. (2) Drug 1: C#CCC(CC1=CN=C2C(=N1)C(=NC(=N2)N)N)C3=CC=C(C=C3)C(=O)NC(CCC(=O)O)C(=O)O. Drug 2: CC1C(C(CC(O1)OC2CC(CC3=C2C(=C4C(=C3O)C(=O)C5=C(C4=O)C(=CC=C5)OC)O)(C(=O)CO)O)N)O.Cl. Cell line: 786-0. Synergy scores: CSS=46.6, Synergy_ZIP=-6.68, Synergy_Bliss=-8.81, Synergy_Loewe=-2.48, Synergy_HSA=-1.13. (3) Drug 1: CC1=CC2C(CCC3(C2CCC3(C(=O)C)OC(=O)C)C)C4(C1=CC(=O)CC4)C. Synergy scores: CSS=48.0, Synergy_ZIP=-6.47, Synergy_Bliss=-15.7, Synergy_Loewe=-26.7, Synergy_HSA=-16.1. Cell line: K-562. Drug 2: C1=C(C(=O)NC(=O)N1)F. (4) Drug 1: CCCCCOC(=O)NC1=NC(=O)N(C=C1F)C2C(C(C(O2)C)O)O. Drug 2: CC1=C(C(=CC=C1)Cl)NC(=O)C2=CN=C(S2)NC3=CC(=NC(=N3)C)N4CCN(CC4)CCO. Cell line: OVCAR-4. Synergy scores: CSS=5.88, Synergy_ZIP=-2.02, Synergy_Bliss=-4.51, Synergy_Loewe=-2.06, Synergy_HSA=-4.32. (5) Drug 1: CC1CCC2CC(C(=CC=CC=CC(CC(C(=O)C(C(C(=CC(C(=O)CC(OC(=O)C3CCCCN3C(=O)C(=O)C1(O2)O)C(C)CC4CCC(C(C4)OC)O)C)C)O)OC)C)C)C)OC. Drug 2: CN(C(=O)NC(C=O)C(C(C(CO)O)O)O)N=O. Cell line: SK-MEL-28. Synergy scores: CSS=17.3, Synergy_ZIP=-3.47, Synergy_Bliss=-1.06, Synergy_Loewe=-90.3, Synergy_HSA=-1.16. (6) Synergy scores: CSS=0.910, Synergy_ZIP=-0.786, Synergy_Bliss=-3.04, Synergy_Loewe=-1.74, Synergy_HSA=-2.77. Cell line: A549. Drug 2: C(=O)(N)NO. Drug 1: CC1C(C(=O)NC(C(=O)N2CCCC2C(=O)N(CC(=O)N(C(C(=O)O1)C(C)C)C)C)C(C)C)NC(=O)C3=C4C(=C(C=C3)C)OC5=C(C(=O)C(=C(C5=N4)C(=O)NC6C(OC(=O)C(N(C(=O)CN(C(=O)C7CCCN7C(=O)C(NC6=O)C(C)C)C)C)C(C)C)C)N)C.